From a dataset of Reaction yield outcomes from USPTO patents with 853,638 reactions. Predict the reaction yield, written as a fraction of the theoretical maximum amount of product (1.0 means a 100% yield; for example, 0.34 means a 34% yield). (1) The reactants are [Cl:1][C:2]1[CH:3]=[C:4]([CH2:9][C:10]([OH:12])=[O:11])[CH:5]=[CH:6][C:7]=1[OH:8].[CH3:13]O. The catalyst is S(=O)(=O)(O)O. The product is [CH3:13][O:11][C:10](=[O:12])[CH2:9][C:4]1[CH:5]=[CH:6][C:7]([OH:8])=[C:2]([Cl:1])[CH:3]=1. The yield is 0.860. (2) The reactants are [C:1]([C:3]1[CH:4]=[C:5]([CH:11]=[CH:12][CH:13]=1)[C:6]([O:8][CH2:9][CH3:10])=[O:7])#[N:2].C1(C)C=CC=CC=1.S(=O)(=O)(O)O.[CH2:26]([O:28][C:29]1[C:37]2[O:36][C:35]([CH3:39])([CH3:38])[CH2:34][C:33]=2[CH:32]=[C:31]([CH:40](O)[CH:41]([CH3:43])[CH3:42])[CH:30]=1)[CH3:27]. The catalyst is C(O)(=O)C.O.C(O)C. The product is [CH2:9]([O:8][C:6](=[O:7])[C:5]1[CH:11]=[CH:12][CH:13]=[C:3]([C:1]2[C:32]3[C:31](=[CH:30][C:29]([O:28][CH2:26][CH3:27])=[C:37]4[O:36][C:35]([CH3:39])([CH3:38])[CH2:34][C:33]4=3)[CH2:40][C:41]([CH3:42])([CH3:43])[N:2]=2)[CH:4]=1)[CH3:10]. The yield is 0.180. (3) The reactants are C(OC(=O)[C:5]([C:7]1[CH:8]=[N:9][CH:10]=[CH:11][C:12]=1[NH:13][C:14]([O:16]C(C)(C)C)=O)=[O:6])C. The catalyst is CO. The product is [NH:13]1[C:12]2[CH:11]=[CH:10][N:9]=[CH:8][C:7]=2[C:5](=[O:6])[C:14]1=[O:16]. The yield is 0.560.